Task: Regression. Given a peptide amino acid sequence and an MHC pseudo amino acid sequence, predict their binding affinity value. This is MHC class I binding data.. Dataset: Peptide-MHC class I binding affinity with 185,985 pairs from IEDB/IMGT (1) The peptide sequence is MTIREFPRK. The MHC is HLA-A02:01 with pseudo-sequence HLA-A02:01. The binding affinity (normalized) is 0. (2) The peptide sequence is ETVKMGAFM. The MHC is HLA-A02:03 with pseudo-sequence HLA-A02:03. The binding affinity (normalized) is 0.176. (3) The binding affinity (normalized) is 0.856. The MHC is HLA-A02:02 with pseudo-sequence HLA-A02:02. The peptide sequence is KLFGTVDSL. (4) The peptide sequence is GTFDTVQII. The MHC is HLA-A68:02 with pseudo-sequence HLA-A68:02. The binding affinity (normalized) is 0.121. (5) The peptide sequence is FFYLKRVVL. The MHC is HLA-C12:03 with pseudo-sequence HLA-C12:03. The binding affinity (normalized) is 0.552. (6) The peptide sequence is NQDLNGNWY. The MHC is HLA-A23:01 with pseudo-sequence HLA-A23:01. The binding affinity (normalized) is 0. (7) The MHC is HLA-A30:01 with pseudo-sequence HLA-A30:01. The binding affinity (normalized) is 0.276. The peptide sequence is VQVLALEPGK.